Dataset: Forward reaction prediction with 1.9M reactions from USPTO patents (1976-2016). Task: Predict the product of the given reaction. (1) Given the reactants [C:1]([O:5][C:6](=[O:12])[NH:7][CH2:8][CH2:9][CH2:10]O)([CH3:4])([CH3:3])[CH3:2].[Si:13]([O:20][C:21]1[NH:25][N:24]=[C:23]([C:26]([O:28][CH2:29][CH3:30])=[O:27])[CH:22]=1)([C:16]([CH3:19])([CH3:18])[CH3:17])([CH3:15])[CH3:14], predict the reaction product. The product is: [C:1]([O:5][C:6]([NH:7][CH2:8][CH2:9][CH2:10][N:24]1[C:23]([C:26]([O:28][CH2:29][CH3:30])=[O:27])=[CH:22][C:21]([O:20][Si:13]([C:16]([CH3:17])([CH3:19])[CH3:18])([CH3:15])[CH3:14])=[N:25]1)=[O:12])([CH3:4])([CH3:3])[CH3:2]. (2) Given the reactants [Br:1][C:2]1[CH:10]=[C:6]([C:7]([OH:9])=O)[C:5]([OH:11])=[CH:4][CH:3]=1.[F:12][C:13]([F:26])([F:25])[C:14]1[CH:20]=[CH:19][C:18]([C:21]([F:24])([F:23])[F:22])=[CH:17][C:15]=1[NH2:16], predict the reaction product. The product is: [F:12][C:13]([F:25])([F:26])[C:14]1[CH:20]=[CH:19][C:18]([C:21]([F:23])([F:24])[F:22])=[CH:17][C:15]=1[NH:16][C:7](=[O:9])[C:6]1[CH:10]=[C:2]([Br:1])[CH:3]=[CH:4][C:5]=1[OH:11]. (3) Given the reactants [C:1]([O:9][C:10]1[CH:15]=[CH:14][C:13]([C:16](=O)[CH2:17]Br)=[CH:12][CH:11]=1)(=[O:8])[C:2]1[CH:7]=[CH:6][CH:5]=[CH:4][CH:3]=1.[NH2:20][C:21]1[CH:26]=[CH:25][C:24]([O:27][CH3:28])=[CH:23][N:22]=1.C(=O)([O-])O.[Na+], predict the reaction product. The product is: [C:1]([O:9][C:10]1[CH:15]=[CH:14][C:13]([C:16]2[N:20]=[C:21]3[CH:26]=[CH:25][C:24]([O:27][CH3:28])=[CH:23][N:22]3[CH:17]=2)=[CH:12][CH:11]=1)(=[O:8])[C:2]1[CH:7]=[CH:6][CH:5]=[CH:4][CH:3]=1. (4) Given the reactants C([Cl:4])(=O)C.Cl[C:6]1[S:10][C:9]([S:11]([NH:14][C:15]([CH:17]2[CH2:22][CH2:21][N:20]([C:23]3[C:28]([NH:29][C:30](=[O:35])[C:31]([CH3:34])([CH3:33])[CH3:32])=[CH:27][C:26]([C:36]4[O:37][C:38]([CH2:41][CH3:42])=[CH:39][N:40]=4)=[CH:25][N:24]=3)[CH2:19][CH2:18]2)=[O:16])(=[O:13])=[O:12])=[CH:8][CH:7]=1.C(Cl)(=O)C(C)(C)C, predict the reaction product. The product is: [Cl:4][SH:10]1[CH:6]=[CH:7][CH:8]=[C:9]1[S:11]([NH:14][C:15]([CH:17]1[CH2:22][CH2:21][N:20]([C:23]2[C:28]([NH:29][C:30](=[O:35])[C:31]([CH3:34])([CH3:33])[CH3:32])=[CH:27][C:26]([C:36]3[O:37][C:38]([CH2:41][CH3:42])=[CH:39][N:40]=3)=[CH:25][N:24]=2)[CH2:19][CH2:18]1)=[O:16])(=[O:13])=[O:12].